Dataset: Full USPTO retrosynthesis dataset with 1.9M reactions from patents (1976-2016). Task: Predict the reactants needed to synthesize the given product. (1) Given the product [CH3:65][NH:64][CH2:63][CH2:62][CH2:61][C:43]1([CH2:41][CH2:42][CH3:1])[CH2:52][C:51]2[C:46](=[CH:47][CH:48]=[CH:49][CH:50]=2)[N:45]([C:53]2[CH:54]=[CH:55][CH:56]=[CH:57][CH:58]=2)[C:44]1=[O:60], predict the reactants needed to synthesize it. The reactants are: [C:1]1(N2C3C(=CC=CC=3)CC(CCC)C2=O)C=CC=CC=1.C(C1CC2C(=CC=CC=2)N(C2C=CC(C)=CC=2)C1=O)C.[CH2:41]([C:43]1([CH2:61][CH2:62][CH2:63][NH:64][CH3:65])[CH2:52][C:51]2[C:46](=[CH:47][CH:48]=[CH:49][CH:50]=2)[N:45]([C:53]2[CH:58]=[CH:57][C:56](C)=[CH:55][CH:54]=2)[C:44]1=[O:60])[CH3:42]. (2) Given the product [CH3:14][C:13]1[C:12]([OH:15])=[N:1][C:2]2[C:3]([C:4]=1[OH:6])=[CH:8][CH:9]=[CH:10][N:11]=2, predict the reactants needed to synthesize it. The reactants are: [NH2:1][C:2]1[N:11]=[CH:10][CH:9]=[CH:8][C:3]=1[C:4]([O:6]C)=O.[C:12](OC)(=[O:15])[CH2:13][CH3:14].CC([O-])(C)C.[Na+]. (3) Given the product [CH3:1][O:2][C:3]([CH:4]1[N:6]([S:7]([C:10]2[CH:11]=[CH:12][C:13]([O:16][CH3:17])=[CH:14][CH:15]=2)(=[O:9])=[O:8])[CH2:18][C:19]2[CH:24]=[CH:23][CH:22]=[CH:21][C:20]=2[N:25]([C:26](=[O:33])[C:27]2[CH:28]=[CH:29][CH:30]=[CH:31][CH:32]=2)[CH2:5]1)=[O:34], predict the reactants needed to synthesize it. The reactants are: [CH3:1][O:2][C:3](=[O:34])[C:4]([N:6]([CH2:18][C:19]1[CH:24]=[CH:23][CH:22]=[CH:21][C:20]=1[NH:25][C:26](=[O:33])[C:27]1[CH:32]=[CH:31][CH:30]=[CH:29][CH:28]=1)[S:7]([C:10]1[CH:15]=[CH:14][C:13]([O:16][CH3:17])=[CH:12][CH:11]=1)(=[O:9])=[O:8])=[CH2:5].C(=O)(O)[O-].[Na+]. (4) Given the product [Cl:1][C:2]1[C:3]([C:26]([F:29])([F:28])[F:27])=[N:4][N:5]([CH2:8][C:9]([N:11]2[CH2:16][CH2:15][C:14]([C:19]3[CH:24]=[CH:23][C:22]([Cl:25])=[CH:21][CH:20]=3)([C:17]([NH:31][OH:32])=[NH:18])[CH2:13][CH2:12]2)=[O:10])[C:6]=1[CH3:7], predict the reactants needed to synthesize it. The reactants are: [Cl:1][C:2]1[C:3]([C:26]([F:29])([F:28])[F:27])=[N:4][N:5]([CH2:8][C:9]([N:11]2[CH2:16][CH2:15][C:14]([C:19]3[CH:24]=[CH:23][C:22]([Cl:25])=[CH:21][CH:20]=3)([C:17]#[N:18])[CH2:13][CH2:12]2)=[O:10])[C:6]=1[CH3:7].Cl.[NH2:31][OH:32]. (5) Given the product [Cl:1][C:2]1[CH:3]=[C:4]2[C:8](=[CH:9][CH:10]=1)[NH:7][CH:6]=[C:5]2[CH:12]([N:19]([CH3:21])[CH3:20])[C:13]1[CH:18]=[CH:17][CH:16]=[CH:15][CH:14]=1, predict the reactants needed to synthesize it. The reactants are: [Cl:1][C:2]1[CH:3]=[C:4]2[C:8](=[CH:9][CH:10]=1)[NH:7][CH:6]=[CH:5]2.[Cl-].[CH:12](=[N+:19]([CH3:21])[CH3:20])[C:13]1[CH:18]=[CH:17][CH:16]=[CH:15][CH:14]=1. (6) Given the product [F:16][C:17]1([F:26])[CH2:18][CH2:19][CH:20]([C:23]([O:25][N:28]2[C:32](=[O:33])[CH2:31][CH2:30][C:29]2=[O:34])=[O:24])[CH2:21][CH2:22]1, predict the reactants needed to synthesize it. The reactants are: C1CCC(N=C=NC2CCCCC2)CC1.[F:16][C:17]1([F:26])[CH2:22][CH2:21][CH:20]([C:23]([OH:25])=[O:24])[CH2:19][CH2:18]1.O[N:28]1[C:32](=[O:33])[CH2:31][CH2:30][C:29]1=[O:34].